Predict the reactants needed to synthesize the given product. From a dataset of Full USPTO retrosynthesis dataset with 1.9M reactions from patents (1976-2016). (1) Given the product [CH3:1][C:2]([CH3:6])([C:3](=[N-:4])[C:7]([CH3:10])([CH3:9])[CH3:8])[CH3:5].[Li+:11], predict the reactants needed to synthesize it. The reactants are: [CH3:1][C:2]([CH3:6])([CH3:5])[C:3]#[N:4].[C:7]([Li:11])([CH3:10])([CH3:9])[CH3:8].CCCCC. (2) Given the product [C:28]([C@@H:26]([C@H:24]([C:23]([OH:32])=[O:31])[OH:25])[OH:27])([OH:30])=[O:29].[C:28]([C@@H:26]([C@H:24]([C:23]([OH:32])=[O:31])[OH:25])[OH:27])([OH:30])=[O:29].[N:1]1[CH:6]=[CH:5][CH:4]=[CH:3][C:2]=1[N:7]1[CH2:8][CH2:9][N:10]([CH2:13][C:14]2[NH:15][C:16]3[CH:22]=[CH:21][CH:20]=[CH:19][C:17]=3[N:18]=2)[CH2:11][CH2:12]1, predict the reactants needed to synthesize it. The reactants are: [N:1]1[CH:6]=[CH:5][CH:4]=[CH:3][C:2]=1[N:7]1[CH2:12][CH2:11][N:10]([CH2:13][C:14]2[NH:18][C:17]3[CH:19]=[CH:20][CH:21]=[CH:22][C:16]=3[N:15]=2)[CH2:9][CH2:8]1.[C:23]([OH:32])(=[O:31])[CH:24]([CH:26]([C:28]([OH:30])=[O:29])[OH:27])[OH:25]. (3) Given the product [N:6]1([C:10]2[N:15]=[CH:14][C:13]([NH:16][C:17]([C:19]3[N:20]([CH2:29][C:30]4[CH:35]=[CH:34][CH:33]=[C:32]([F:36])[CH:31]=4)[C:21]4[C:26]([C:27]=3[SiH:3]([CH3:5])[CH3:4])=[CH:25][C:24]([CH2:57][CH3:58])=[CH:23][CH:22]=4)=[O:18])=[CH:12][CH:11]=2)[CH2:9][CH2:8][CH2:7]1, predict the reactants needed to synthesize it. The reactants are: C([SiH:3]([CH3:5])[CH3:4])C.[N:6]1([C:10]2[N:15]=[CH:14][C:13]([NH:16][C:17]([C:19]3[N:20]([CH2:29][C:30]4[CH:35]=[CH:34][CH:33]=[C:32]([F:36])[CH:31]=4)[C:21]4[C:26]([CH:27]=3)=[CH:25][C:24](I)=[CH:23][CH:22]=4)=[O:18])=[CH:12][CH:11]=2)[CH2:9][CH2:8][CH2:7]1.[O-]P(OP(OP([O-])([O-])=O)([O-])=O)(=O)[O-].[K+].[K+].[K+].[K+].[K+].CN1CC[CH2:58][C:57]1=O.